From a dataset of Full USPTO retrosynthesis dataset with 1.9M reactions from patents (1976-2016). Predict the reactants needed to synthesize the given product. (1) Given the product [N:24]1([C:30]2[CH:31]=[CH:32][C:33]([NH:36][C:20]([C:8]3[O:9][C:10]4[C:5]([C:6](=[O:23])[CH:7]=3)=[CH:4][C:3]([CH3:2])=[CH:12][C:11]=4[N:13]3[CH2:18][CH2:17][N:16]([CH3:19])[CH2:15][CH2:14]3)=[O:22])=[CH:34][CH:35]=2)[CH2:25][CH2:26][O:27][CH2:28][CH2:29]1, predict the reactants needed to synthesize it. The reactants are: Cl.[CH3:2][C:3]1[CH:4]=[C:5]2[C:10](=[C:11]([N:13]3[CH2:18][CH2:17][N:16]([CH3:19])[CH2:15][CH2:14]3)[CH:12]=1)[O:9][C:8]([C:20]([OH:22])=O)=[CH:7][C:6]2=[O:23].[N:24]1([C:30]2[CH:35]=[CH:34][C:33]([NH2:36])=[CH:32][CH:31]=2)[CH2:29][CH2:28][O:27][CH2:26][CH2:25]1. (2) The reactants are: [H-].[Al+3].[Li+].[H-].[H-].[H-].FC(F)(F)C1C=CC(S(NC2C=CC3C[C@@H]4[C@H](CCCN4C(=O)CC)CC=3C=2)(=O)=O)=CC=1.[F:39][C:40]([F:70])([F:69])[C:41]1[CH:46]=[CH:45][C:44]([S:47]([NH:50][C:51]2[CH:68]=[CH:67][C:54]3[CH2:55][C@@H:56]4[C@@H:61]([CH2:62][C:53]=3[CH:52]=2)[N:60]([C:63](=O)[CH2:64][CH3:65])[CH2:59][CH2:58][CH2:57]4)(=[O:49])=[O:48])=[CH:43][CH:42]=1.O. Given the product [F:70][C:40]([F:39])([F:69])[C:41]1[CH:42]=[CH:43][C:44]([S:47]([NH:50][C:51]2[CH:68]=[CH:67][C:54]3[CH2:55][C@@H:56]4[C@@H:61]([CH2:62][C:53]=3[CH:52]=2)[N:60]([CH2:63][CH2:64][CH3:65])[CH2:59][CH2:58][CH2:57]4)(=[O:48])=[O:49])=[CH:45][CH:46]=1, predict the reactants needed to synthesize it. (3) Given the product [CH3:1][CH:2]([CH3:30])[CH:3]([NH:20][C:21]1[N:29]=[CH:28][N:27]=[C:26]2[C:22]=1[N:23]=[CH:24][NH:25]2)[C:4]1[N:13]([C:14]2[CH:19]=[CH:18][CH:17]=[CH:16][CH:15]=2)[C:8]2=[N:9][CH:10]=[CH:11][CH:12]=[C:7]2[N:6]=1, predict the reactants needed to synthesize it. The reactants are: [CH3:1][CH:2]([CH3:30])[C@H:3]([NH:20][C:21]1[N:29]=[CH:28][N:27]=[C:26]2[C:22]=1[N:23]=[CH:24][NH:25]2)[C:4]([NH:6][C:7]1[C:8]([NH:13][C:14]2[CH:19]=[CH:18][CH:17]=[CH:16][CH:15]=2)=[N:9][CH:10]=[CH:11][CH:12]=1)=O. (4) Given the product [CH3:14][C:15]1[CH:16]=[CH:17][C:18]([N+:22]([O-:24])=[O:23])=[C:19]([O:21][CH2:2][CH2:3][O:4][C:5]2[CH:10]=[CH:9][CH:8]=[CH:7][C:6]=2[N+:11]([O-:13])=[O:12])[CH:20]=1, predict the reactants needed to synthesize it. The reactants are: Cl[CH2:2][CH2:3][O:4][C:5]1[CH:10]=[CH:9][CH:8]=[CH:7][C:6]=1[N+:11]([O-:13])=[O:12].[CH3:14][C:15]1[CH:16]=[CH:17][C:18]([N+:22]([O-:24])=[O:23])=[C:19]([OH:21])[CH:20]=1.C(=O)([O-])[O-].[K+].[K+].O. (5) Given the product [O:23]1[C:24]2[CH:30]=[CH:29][CH:28]=[CH:27][C:25]=2[N:26]=[C:22]1[O:20][C:17]1[CH:18]=[CH:19][C:14]([O:13][CH2:12][CH2:11][N:8]2[CH2:7][CH2:6][CH:5]([CH2:4][OH:3])[CH2:10][CH2:9]2)=[CH:15][CH:16]=1, predict the reactants needed to synthesize it. The reactants are: CO.[OH:3][CH2:4][CH:5]1[CH2:10][CH2:9][N:8]([CH2:11][CH2:12][O:13][C:14]2[CH:19]=[CH:18][C:17]([OH:20])=[CH:16][CH:15]=2)[CH2:7][CH2:6]1.Cl[C:22]1[O:23][C:24]2[CH:30]=[CH:29][CH:28]=[CH:27][C:25]=2[N:26]=1.C([O-])([O-])=O.[Cs+].[Cs+].